Dataset: Full USPTO retrosynthesis dataset with 1.9M reactions from patents (1976-2016). Task: Predict the reactants needed to synthesize the given product. (1) Given the product [OH:17][CH:18]1[CH:23]([C:24]2[CH:29]=[CH:28][C:27]([C:38]([O:40][CH3:41])=[O:39])=[CH:26][CH:25]=2)[CH2:22][CH2:21][N:20]([C:38]([O:40][C:41]([CH3:44])([CH3:43])[CH3:42])=[O:39])[CH2:19]1, predict the reactants needed to synthesize it. The reactants are: C1(P(CCC)C2C=CC=CC=2)C=CC=CC=1.[OH:17][CH:18]1[CH:23]([C:24]2[CH:29]=[CH:28][C:27](OS(C(F)(F)F)(=O)=O)=[CH:26][CH:25]=2)[CH2:22][CH2:21][N:20]([C:38]([O:40][C:41]([CH3:44])([CH3:43])[CH3:42])=[O:39])[CH2:19]1.C(N(CC)CC)C.[C]=O. (2) Given the product [C:34]([OH:41])(=[O:40])/[CH:35]=[CH:36]\[C:37]([OH:39])=[O:38].[CH3:1][C:2]1[CH:11]=[CH:10][C:9]([N:12]2[CH2:17][CH2:16][N:15]([CH3:18])[CH2:14][CH2:13]2)=[C:8]2[C:3]=1[CH2:4][CH2:5][C@@H:6]([NH:19][C:20](=[O:33])[C:21]1[CH:26]=[CH:25][C:24]([N:27]3[CH2:32][CH2:31][O:30][CH2:29][CH2:28]3)=[CH:23][CH:22]=1)[CH2:7]2, predict the reactants needed to synthesize it. The reactants are: [CH3:1][C:2]1[CH:11]=[CH:10][C:9]([N:12]2[CH2:17][CH2:16][N:15]([CH3:18])[CH2:14][CH2:13]2)=[C:8]2[C:3]=1[CH2:4][CH2:5][C@@H:6]([NH:19][C:20](=[O:33])[C:21]1[CH:26]=[CH:25][C:24]([N:27]3[CH2:32][CH2:31][O:30][CH2:29][CH2:28]3)=[CH:23][CH:22]=1)[CH2:7]2.[C:34]([OH:41])(=[O:40])/[CH:35]=[CH:36]\[C:37]([OH:39])=[O:38].C(OCC)C. (3) Given the product [NH2:29][C:28]1[C:18]2[C:19](=[N:20][C:15]([S:14][CH2:13][C:11]3[N:12]=[C:8]([C:5]4[CH:4]=[CH:3][C:2]([Cl:1])=[CH:7][CH:6]=4)[S:9][CH:10]=3)=[C:16]([C:36]#[N:37])[C:17]=2[N:30]2[CH2:35][CH2:34][CH2:33][CH2:32][CH2:31]2)[N:21]([CH3:27])[C:22]=1[C:23]([O:25][CH3:26])=[O:24], predict the reactants needed to synthesize it. The reactants are: [Cl:1][C:2]1[CH:7]=[CH:6][C:5]([C:8]2[S:9][CH:10]=[C:11]([CH2:13][S:14][C:15]3[N:20]=[C:19]([N:21]([CH3:27])[CH2:22][C:23]([O:25][CH3:26])=[O:24])[C:18]([C:28]#[N:29])=[C:17]([N:30]4[CH2:35][CH2:34][CH2:33][CH2:32][CH2:31]4)[C:16]=3[C:36]#[N:37])[N:12]=2)=[CH:4][CH:3]=1.C(=O)([O-])[O-].[Cs+].[Cs+]. (4) The reactants are: [C:1]([O:5][C:6]([N:8]1[CH2:13][CH2:12][NH:11][CH2:10][C@H:9]1[CH2:14][C:15]1[CH:20]=[CH:19][C:18]([CH3:21])=[C:17]([OH:22])[CH:16]=1)=[O:7])([CH3:4])([CH3:3])[CH3:2].C(N(CC)CC)C.[Si:30](Cl)([C:43]([CH3:46])([CH3:45])[CH3:44])([C:37]1[CH:42]=[CH:41][CH:40]=[CH:39][CH:38]=1)[C:31]1[CH:36]=[CH:35][CH:34]=[CH:33][CH:32]=1.O. Given the product [C:1]([O:5][C:6]([N:8]1[CH2:13][CH2:12][NH:11][CH2:10][C@H:9]1[CH2:14][C:15]1[CH:20]=[CH:19][C:18]([CH3:21])=[C:17]([O:22][Si:30]([C:43]([CH3:46])([CH3:45])[CH3:44])([C:37]2[CH:38]=[CH:39][CH:40]=[CH:41][CH:42]=2)[C:31]2[CH:36]=[CH:35][CH:34]=[CH:33][CH:32]=2)[CH:16]=1)=[O:7])([CH3:4])([CH3:3])[CH3:2], predict the reactants needed to synthesize it.